Task: Predict the reaction yield, written as a fraction of the theoretical maximum amount of product (1.0 means a 100% yield; for example, 0.34 means a 34% yield).. Dataset: Reaction yield outcomes from USPTO patents with 853,638 reactions (1) The reactants are CC1(C)[O:6][C@H:5]2[C@H:7]([N:28]3[CH:36]=[N:35][C:34]4[C:29]3=[N:30][CH:31]=[N:32][C:33]=4[NH:37][CH2:38][CH2:39][CH2:40][C:41]3[CH:46]=[CH:45][CH:44]=[CH:43][CH:42]=3)[O:8][C@H:9]([CH2:10][S:11][C@@H:12]3[CH2:16][N:15](C(OC(C)(C)C)=O)[C@H:14]([C:24]([O:26]C)=[O:25])[CH2:13]3)[C@H:4]2[O:3]1.[OH-].[K+].C1COCC1. The yield is 0.470. The product is [OH:3][C@H:4]1[C@@H:5]([OH:6])[C@H:7]([N:28]2[CH:36]=[N:35][C:34]3[C:29]2=[N:30][CH:31]=[N:32][C:33]=3[NH:37][CH2:38][CH2:39][CH2:40][C:41]2[CH:42]=[CH:43][CH:44]=[CH:45][CH:46]=2)[O:8][C@@H:9]1[CH2:10][S:11][C@@H:12]1[CH2:16][NH:15][C@H:14]([C:24]([OH:26])=[O:25])[CH2:13]1. The catalyst is O. (2) The reactants are [Cl:1][C:2]1[CH:10]=[CH:9][C:5]([C:6](O)=O)=[CH:4][CH:3]=1.[NH2:11][C:12]1[CH:18]=[CH:17][C:16]([N+:19]([O-:21])=[O:20])=[CH:15][C:13]=1[NH2:14]. The catalyst is C1(C)C=CC=CC=1.C(OCC)(=O)C. The product is [Cl:1][C:2]1[CH:10]=[CH:9][C:5]([C:6]2[NH:14][C:13]3[CH:15]=[C:16]([N+:19]([O-:21])=[O:20])[CH:17]=[CH:18][C:12]=3[N:11]=2)=[CH:4][CH:3]=1. The yield is 0.870.